Dataset: Full USPTO retrosynthesis dataset with 1.9M reactions from patents (1976-2016). Task: Predict the reactants needed to synthesize the given product. (1) Given the product [F:12][C:6]1[C:7]([F:11])=[CH:8][CH:9]=[CH:10][C:5]=1[C:3](=[O:4])[CH2:2][S:13][C:14]#[N:15], predict the reactants needed to synthesize it. The reactants are: Br[CH2:2][C:3]([C:5]1[CH:10]=[CH:9][CH:8]=[C:7]([F:11])[C:6]=1[F:12])=[O:4].[S-:13][C:14]#[N:15].[K+].O. (2) Given the product [OH:17][CH:9]1[C:10]([O:15][CH3:16])=[C:11]([CH3:14])[C:12](=[O:13])[N:8]1[C:5]1[CH:4]=[C:3]([C:18]([F:21])([F:20])[F:19])[C:2]([C:25]#[C:24][Si:23]([CH3:40])([CH3:39])[CH3:22])=[CH:7][N:6]=1, predict the reactants needed to synthesize it. The reactants are: Br[C:2]1[C:3]([C:18]([F:21])([F:20])[F:19])=[CH:4][C:5]([N:8]2[C:12](=[O:13])[C:11]([CH3:14])=[C:10]([O:15][CH3:16])[CH:9]2[OH:17])=[N:6][CH:7]=1.[CH3:22][Si:23]([CH3:40])([CH3:39])[C:24]#[C:25][Sn](CCCC)(CCCC)CCCC. (3) Given the product [CH3:23][O:24][C:25](=[O:29])[CH2:26][CH2:27][S:28][C:2]1[S:6][C:5]([NH:7][C:8]([N:9]([CH:16]2[CH2:21][CH2:20][CH2:19][CH2:18][CH2:17]2)[CH:10]2[CH2:15][CH2:14][CH2:13][CH2:12][CH2:11]2)=[O:22])=[N:4][CH:3]=1, predict the reactants needed to synthesize it. The reactants are: Br[C:2]1[S:6][C:5]([NH:7][C:8](=[O:22])[N:9]([CH:16]2[CH2:21][CH2:20][CH2:19][CH2:18][CH2:17]2)[CH:10]2[CH2:15][CH2:14][CH2:13][CH2:12][CH2:11]2)=[N:4][CH:3]=1.[CH3:23][O:24][C:25](=[O:29])[CH2:26][CH2:27][SH:28]. (4) Given the product [N:18]1[C:19]2[C:24](=[CH:23][CH:22]=[CH:21][CH:20]=2)[N:25]=[CH:26][C:17]=1[NH:15][CH2:14][CH:9]1[CH2:10][CH2:11][CH2:12][CH2:13][N:8]1[C:6]([OH:5])=[O:7], predict the reactants needed to synthesize it. The reactants are: C([O:5][C:6]([N:8]1[CH2:13][CH2:12][CH2:11][CH2:10][CH:9]1[CH2:14][NH2:15])=[O:7])(C)(C)C.Cl[C:17]1[CH:26]=[N:25][C:24]2[C:19](=[CH:20][CH:21]=[CH:22][CH:23]=2)[N:18]=1. (5) The reactants are: [F:1][C:2]([F:12])([F:11])[S:3][C:4]1[CH:9]=[CH:8][CH:7]=[CH:6][C:5]=1N.S(=O)(=O)(O)O.N([O-])=O.[Na+].[I-:22].[Na+]. Given the product [F:1][C:2]([S:3][C:4]1[CH:9]=[CH:8][CH:7]=[CH:6][C:5]=1[I:22])([F:12])[F:11], predict the reactants needed to synthesize it. (6) The reactants are: [C:1]1([P:7](Cl)([C:9]2[CH:14]=[CH:13][CH:12]=[CH:11][CH:10]=2)=[O:8])[CH:6]=[CH:5][CH:4]=[CH:3][CH:2]=1.Cl.Cl.N1[CH2:23][CH2:22][CH:21]([CH2:24][CH2:25][CH2:26][CH2:27][NH:28][C:29](=[O:38])[CH:30]=[CH:31][C:32]2[CH:33]=[N:34][CH:35]=[CH:36][CH:37]=2)CC1.C1(N)C(F)=C(F)C(F)=[C:41]([NH2:48])[C:40]=1F.Cl.Cl. Given the product [C:1]1([P:7]([C:9]2[CH:14]=[CH:13][CH:12]=[CH:11][CH:10]=2)([N:48]2[CH2:41][CH2:40][CH2:23][CH2:22][CH:21]2[CH2:24][CH2:25][CH2:26][CH2:27][NH:28][C:29](=[O:38])[CH:30]=[CH:31][C:32]2[CH:33]=[N:34][CH:35]=[CH:36][CH:37]=2)=[O:8])[CH:6]=[CH:5][CH:4]=[CH:3][CH:2]=1, predict the reactants needed to synthesize it. (7) Given the product [Br:18][C:15]1[CH:16]=[CH:17][C:3]([O:2][CH3:1])=[CH:4][C:5]=1[CH2:6][NH:7][C:8](=[O:14])[O:9][C:10]([CH3:13])([CH3:11])[CH3:12], predict the reactants needed to synthesize it. The reactants are: [CH3:1][O:2][C:3]1[CH:4]=[C:5]([CH:15]=[CH:16][CH:17]=1)[CH2:6][NH:7][C:8](=[O:14])[O:9][C:10]([CH3:13])([CH3:12])[CH3:11].[Br:18]N1C(=O)CCC1=O. (8) Given the product [Cl:35][C:32]1[CH:33]=[N:34][C:17]([N:15]2[CH2:14][CH:13]([NH:12][C:3]3[CH:4]=[CH:5][C:6]([C:8]([F:9])([F:10])[F:11])=[CH:7][C:2]=3[CH3:1])[CH2:16]2)=[C:26]([CH:31]=1)[C:27]([O:29][CH3:30])=[O:28], predict the reactants needed to synthesize it. The reactants are: [CH3:1][C:2]1[CH:7]=[C:6]([C:8]([F:11])([F:10])[F:9])[CH:5]=[CH:4][C:3]=1[NH:12][CH:13]1[CH2:16][N:15]([C:17](OC(C)(C)C)=O)[CH2:14]1.ClC1[N:34]=[CH:33][C:32]([Cl:35])=[CH:31][C:26]=1[C:27]([O:29][CH3:30])=[O:28].